From a dataset of Reaction yield outcomes from USPTO patents with 853,638 reactions. Predict the reaction yield, written as a fraction of the theoretical maximum amount of product (1.0 means a 100% yield; for example, 0.34 means a 34% yield). (1) The reactants are [CH3:1][O:2][C:3](=[O:22])[CH2:4][NH:5][C:6]([C:8]1[C:13]([OH:14])=[CH:12][C:11](OS(C(F)(F)F)=O)=[CH:10][N:9]=1)=[O:7].[Cl:23][C:24]1[CH:25]=[C:26](B(O)O)[CH:27]=[CH:28][CH:29]=1.[O-]P([O-])([O-])=O.[K+].[K+].[K+]. The yield is 0.530. The product is [CH3:1][O:2][C:3](=[O:22])[CH2:4][NH:5][C:6]([C:8]1[C:13]([OH:14])=[CH:12][C:11]([C:28]2[CH:27]=[CH:26][CH:25]=[C:24]([Cl:23])[CH:29]=2)=[CH:10][N:9]=1)=[O:7]. The catalyst is O1CCOCC1.C1C=CC(P(C2C=CC=CC=2)[C-]2C=CC=C2)=CC=1.C1C=CC(P(C2C=CC=CC=2)[C-]2C=CC=C2)=CC=1.Cl[Pd]Cl.[Fe+2]. (2) The reactants are [Cl:1][C:2]1[C:11]([Cl:12])=[CH:10][CH:9]=[C:8]2[C:3]=1[CH:4]=[C:5]([N:13]=[C:14]=S)[N:6]=[CH:7]2.C(=O)([O-])[O-].[Cs+].[Cs+].Cl.Cl.[NH2:24][CH2:25][C@@:26]1([OH:34])[CH:31]2[CH2:32][CH2:33][N:28]([CH2:29][CH2:30]2)[CH2:27]1.C(N=C=NC(C)C)(C)C. The catalyst is CN(C=O)C. The product is [Cl:1][C:2]1[C:11]([Cl:12])=[CH:10][CH:9]=[C:8]2[C:3]=1[CH:4]=[C:5]([NH:13][C:14]1[O:34][C@:26]3([CH2:25][N:24]=1)[CH:31]1[CH2:32][CH2:33][N:28]([CH2:29][CH2:30]1)[CH2:27]3)[N:6]=[CH:7]2. The yield is 0.506. (3) The reactants are Br[C:2]1[CH:3]=[C:4]([CH:13]=[CH:14][CH:15]=1)[NH:5][C:6]1[CH:11]=[CH:10][C:9](Br)=[CH:8][CH:7]=1.[CH:16]1[C:24]2[C:23]3[CH:25]=[CH:26][CH:27]=[CH:28][C:22]=3[O:21][C:20]=2[C:19](B(O)O)=[CH:18][CH:17]=1.[C:32]([O-:35])([O-])=O.[Na+].[Na+].[CH3:38][CH2:39]O. The catalyst is C1C=CC([P]([Pd]([P](C2C=CC=CC=2)(C2C=CC=CC=2)C2C=CC=CC=2)([P](C2C=CC=CC=2)(C2C=CC=CC=2)C2C=CC=CC=2)[P](C2C=CC=CC=2)(C2C=CC=CC=2)C2C=CC=CC=2)(C2C=CC=CC=2)C2C=CC=CC=2)=CC=1.CO.C1(C)C=CC=CC=1. The product is [CH:16]1[C:24]2[C:23]3[CH:25]=[CH:26][CH:27]=[CH:28][C:22]=3[O:21][C:20]=2[C:19]([C:2]2[CH:3]=[C:4]([CH:13]=[CH:14][CH:15]=2)[NH:5][C:6]2[CH:11]=[CH:10][C:9]([C:26]3[C:25]4[O:35][C:32]5[CH:38]=[CH:39][CH:19]=[CH:20][C:24]=5[C:23]=4[CH:22]=[CH:28][CH:27]=3)=[CH:8][CH:7]=2)=[CH:18][CH:17]=1. The yield is 0.650. (4) The reactants are Cl[C:2]1[N:7]=[C:6]([N:8]2[CH2:13][CH2:12][O:11][CH2:10][CH2:9]2)[N:5]=[C:4]([N:14]2[CH2:20][CH:19]3[O:21][CH:16]([CH2:17][CH2:18]3)[CH2:15]2)[N:3]=1.C(=O)([O-])[O-].[Na+].[Na+].[NH2:28][C:29]1[CH:34]=[CH:33][C:32](B2OC(C)(C)C(C)(C)O2)=[CH:31][CH:30]=1. The catalyst is C1C=CC([P]([Pd]([P](C2C=CC=CC=2)(C2C=CC=CC=2)C2C=CC=CC=2)([P](C2C=CC=CC=2)(C2C=CC=CC=2)C2C=CC=CC=2)[P](C2C=CC=CC=2)(C2C=CC=CC=2)C2C=CC=CC=2)(C2C=CC=CC=2)C2C=CC=CC=2)=CC=1.COCCOC. The product is [N:8]1([C:6]2[N:5]=[C:4]([N:14]3[CH2:20][CH:19]4[O:21][CH:16]([CH2:17][CH2:18]4)[CH2:15]3)[N:3]=[C:2]([C:32]3[CH:33]=[CH:34][C:29]([NH2:28])=[CH:30][CH:31]=3)[N:7]=2)[CH2:13][CH2:12][O:11][CH2:10][CH2:9]1. The yield is 0.590. (5) The reactants are [CH2:1]([O:3][C:4]([C:6]1[C:10]([N+:11]([O-])=O)=[C:9]([C:14]2[CH:19]=[CH:18][CH:17]=[CH:16][CH:15]=2)[O:8][N:7]=1)=[O:5])[CH3:2]. The catalyst is CCO.[Ni]. The product is [CH2:1]([O:3][C:4]([C:6]1[C:10]([NH2:11])=[C:9]([C:14]2[CH:19]=[CH:18][CH:17]=[CH:16][CH:15]=2)[O:8][N:7]=1)=[O:5])[CH3:2]. The yield is 0.950.